This data is from Reaction yield outcomes from USPTO patents with 853,638 reactions. The task is: Predict the reaction yield, written as a fraction of the theoretical maximum amount of product (1.0 means a 100% yield; for example, 0.34 means a 34% yield). (1) The reactants are [CH3:1][S:2]([N:5]1[CH2:10][CH2:9][C:8]2[N:11]([CH2:24][C@@H:25]3[CH2:27][O:26]3)[N:12]=[C:13]([C:14]3[CH:19]=[CH:18][C:17]([C:20]([F:23])([F:22])[F:21])=[CH:16][CH:15]=3)[C:7]=2[CH2:6]1)(=[O:4])=[O:3].[CH3:28][N:29]1[C:33]2[CH:34]=[CH:35][CH:36]=[CH:37][C:32]=2[N:31]([CH:38]2[CH2:43][CH2:42][NH:41][CH2:40][CH2:39]2)[C:30]1=[O:44]. The catalyst is CCO.ClC(Cl)C. The product is [OH:26][C@H:25]([CH2:24][N:11]1[C:8]2[CH2:9][CH2:10][N:5]([S:2]([CH3:1])(=[O:4])=[O:3])[CH2:6][C:7]=2[C:13]([C:14]2[CH:15]=[CH:16][C:17]([C:20]([F:21])([F:23])[F:22])=[CH:18][CH:19]=2)=[N:12]1)[CH2:27][N:41]1[CH2:40][CH2:39][CH:38]([N:31]2[C:32]3[CH:37]=[CH:36][CH:35]=[CH:34][C:33]=3[N:29]([CH3:28])[C:30]2=[O:44])[CH2:43][CH2:42]1. The yield is 0.860. (2) The reactants are [Br:1][C:2]1[CH:3]=[C:4]([CH2:9]CCN(C)C)[C:5]([NH2:8])=[N:6][CH:7]=1.[C:15]([N:22]1[CH:26]=[CH:25][N:24]=[CH:23]1)(N1C=CN=C1)=[O:16].O1CCOC[CH2:28]1. No catalyst specified. The product is [Br:1][C:2]1[CH:7]=[N:6][C:5]2[NH:8][C:15](=[O:16])[N:22]([CH2:26][CH2:25][N:24]([CH3:23])[CH3:28])[CH2:9][C:4]=2[CH:3]=1. The yield is 0.500. (3) The reactants are [CH:1]1[C:10]2[C:5](=[CH:6][CH:7]=[CH:8][CH:9]=2)[CH:4]=[CH:3][C:2]=1[C:11]#[C:12][CH:13]([OH:17])[CH2:14][CH:15]=[CH2:16]. The catalyst is C1(C)C=CC=CC=1.[Pt](Cl)Cl. The product is [CH:1]1[C:10]2[C:5](=[CH:6][CH:7]=[CH:8][CH:9]=2)[CH:4]=[CH:3][C:2]=1[C:11]12[CH2:16][CH:15]1[CH2:14][C:13](=[O:17])[CH2:12]2. The yield is 0.640.